This data is from Forward reaction prediction with 1.9M reactions from USPTO patents (1976-2016). The task is: Predict the product of the given reaction. (1) The product is: [CH2:1]([O:8][C:9]([N:11]1[CH2:15][CH2:14][CH2:13][C@H:12]1[C:16](=[O:33])[NH:17][C:18]1[CH:23]=[CH:22][CH:21]=[C:20]([C:35]2[CH:43]=[C:42]3[C:38]([CH:39]=[CH:40][NH:41]3)=[CH:37][CH:36]=2)[CH:19]=1)=[O:10])[C:2]1[CH:3]=[CH:4][CH:5]=[CH:6][CH:7]=1. Given the reactants [CH2:1]([O:8][C:9]([N:11]1[CH2:15][CH2:14][CH2:13][C@H:12]1[C:16](=[O:33])[NH:17][C:18]1[CH:23]=[CH:22][CH:21]=[C:20](B2OC(C)(C)C(C)(C)O2)[CH:19]=1)=[O:10])[C:2]1[CH:7]=[CH:6][CH:5]=[CH:4][CH:3]=1.Br[C:35]1[CH:43]=[C:42]2[C:38]([CH:39]=[CH:40][NH:41]2)=[CH:37][CH:36]=1.C([O-])(O)=O.[Na+].CN(C=O)C, predict the reaction product. (2) Given the reactants [F:1][C:2]1[CH:19]=[CH:18][C:5]([CH2:6][CH:7]2[CH2:12][CH2:11][N:10]([C:13](=[O:17])[C:14]([OH:16])=O)[CH2:9][CH2:8]2)=[CH:4][CH:3]=1.[F:20][C:21]([F:30])([F:29])[C:22]1[CH:23]=[C:24]([CH:26]=[CH:27][CH:28]=1)[NH2:25], predict the reaction product. The product is: [F:1][C:2]1[CH:3]=[CH:4][C:5]([CH2:6][CH:7]2[CH2:8][CH2:9][N:10]([C:13](=[O:17])[C:14]([NH:25][C:24]3[CH:26]=[CH:27][CH:28]=[C:22]([C:21]([F:20])([F:29])[F:30])[CH:23]=3)=[O:16])[CH2:11][CH2:12]2)=[CH:18][CH:19]=1.